From a dataset of Reaction yield outcomes from USPTO patents with 853,638 reactions. Predict the reaction yield, written as a fraction of the theoretical maximum amount of product (1.0 means a 100% yield; for example, 0.34 means a 34% yield). (1) The yield is 0.890. The catalyst is ClCCl. The product is [C:1]1([CH2:7][S:8][C:9]2[N:10]=[C:11]([NH:17][C:18]3[S:19][C:20]4[C:25]([N:26]=3)=[CH:24][CH:23]=[CH:22][N:21]=4)[CH:12]=[C:13]([CH2:15][N:27]3[CH2:32][CH2:31][CH2:30][CH2:29][CH2:28]3)[N:14]=2)[CH:6]=[CH:5][CH:4]=[CH:3][CH:2]=1. The reactants are [C:1]1([CH2:7][S:8][C:9]2[N:14]=[C:13]([CH:15]=O)[CH:12]=[C:11]([NH:17][C:18]3[S:19][C:20]4[C:25]([N:26]=3)=[CH:24][CH:23]=[CH:22][N:21]=4)[N:10]=2)[CH:6]=[CH:5][CH:4]=[CH:3][CH:2]=1.[NH:27]1[CH2:32][CH2:31][CH2:30][CH2:29][CH2:28]1.C(O[BH-](OC(=O)C)OC(=O)C)(=O)C.[Na+].C(=O)(O)[O-].[Na+]. (2) The reactants are [C:1]([O:4][CH2:5][C:6]1[O:10][N:9]=[C:8]([CH3:11])[CH:7]=1)(=[O:3])[CH3:2].[Br:12]N1C(=O)CCC1=O.OS(O)(=O)=O.C([O-])(O)=O.[Na+]. The catalyst is CC(O)=O. The product is [C:1]([O:4][CH2:5][C:6]1[O:10][N:9]=[C:8]([CH3:11])[C:7]=1[Br:12])(=[O:3])[CH3:2]. The yield is 0.748. (3) The reactants are [OH:1][C:2]1[C:7]([OH:8])=[CH:6][CH:5]=[CH:4][C:3]=1[CH:9]=[CH:10][C:11]1[N:20]([C:21]2[CH:26]=[CH:25][CH:24]=[CH:23][CH:22]=2)[C:19](=[O:27])[C:18]2[C:13](=[CH:14][CH:15]=[CH:16][CH:17]=2)[N:12]=1.C([O-])([O-])=O.[K+].[K+].Cl[CH2:35][CH2:36][N:37]([CH2:40][CH3:41])[CH2:38][CH3:39].O. The catalyst is CN(C=O)C. The product is [CH2:36]([N:37]([CH2:40][CH3:41])[CH2:38][CH2:39][O:1][C:2]1[C:7]([OH:8])=[CH:6][CH:5]=[CH:4][C:3]=1[CH:9]=[CH:10][C:11]1[N:20]([C:21]2[CH:22]=[CH:23][CH:24]=[CH:25][CH:26]=2)[C:19](=[O:27])[C:18]2[C:13](=[CH:14][CH:15]=[CH:16][CH:17]=2)[N:12]=1)[CH3:35]. The yield is 0.150. (4) The reactants are [C:1]1([N:7]2[C:12](=[O:13])[C:11]3[S:14][CH:15]=[C:16]([C:17]4[CH:22]=[CH:21][CH:20]=[CH:19][CH:18]=4)[C:10]=3[N:9]=[CH:8]2)[CH:6]=[CH:5][CH:4]=[CH:3][CH:2]=1.NC1C(C2C=C(C)C=CC=2)=CSC=1[C:36](OC)=[O:37].[CH:40](OCC)(OCC)OCC.COC1C=CC(N)=CC=1. The catalyst is C(O)(=O)C. The product is [CH3:36][O:37][C:4]1[CH:5]=[CH:6][C:1]([N:7]2[C:12](=[O:13])[C:11]3[S:14][CH:15]=[C:16]([C:17]4[CH:18]=[C:19]([CH3:40])[CH:20]=[CH:21][CH:22]=4)[C:10]=3[N:9]=[CH:8]2)=[CH:2][CH:3]=1. The yield is 0.327. (5) The reactants are [CH3:1][C:2]([CH3:33])([CH3:32])[C:3](=[O:31])[CH2:4][O:5][C:6]1[CH:11]=[CH:10][C:9]([C:12]([C:17]2[CH:18]=[C:19]([CH3:29])[C:20]3[O:24][C:23]([C:25]([OH:27])=[O:26])=[CH:22][C:21]=3[CH:28]=2)([CH2:15][CH3:16])[CH2:13][CH3:14])=[CH:8][C:7]=1[CH3:30].[BH4-].[Na+]. The catalyst is C1COCC1. The product is [CH2:13]([C:12]([C:17]1[CH:18]=[C:19]([CH3:29])[C:20]2[O:24][C:23]([C:25]([OH:27])=[O:26])=[CH:22][C:21]=2[CH:28]=1)([C:9]1[CH:10]=[CH:11][C:6]([O:5][CH2:4][CH:3]([OH:31])[C:2]([CH3:32])([CH3:33])[CH3:1])=[C:7]([CH3:30])[CH:8]=1)[CH2:15][CH3:16])[CH3:14]. The yield is 0.680. (6) The reactants are [F:1][CH:2]([F:16])[CH:3]1[CH2:8][CH:7]([C:9]([OH:11])=O)[CH2:6][CH2:5][N:4]1[C:12]([O:14][CH3:15])=[O:13].N1(C(N2C=CN=C2)=O)C=CN=C1.[CH2:29]([O:31][C:32](=[O:37])[CH2:33][C:34]([O-:36])=O)[CH3:30].[K+].[Cl-].[Mg+2].[Cl-].[NH4+].[Cl-]. The catalyst is CN1C2C(N=C(N)NC=2NCC1CNC1C=CC(C(NC(C(O)=O)CCC(O)=O)=O)=CC=1)=O.C(Cl)Cl. The product is [F:16][CH:2]([F:1])[C@H:3]1[CH2:8][C@H:7]([C:9](=[O:11])[CH2:33][C:32]([O:31][CH2:29][CH3:30])=[O:37])[CH2:6][CH2:5][N:4]1[C:12]([O:14][CH3:15])=[O:13].[F:16][CH:2]([F:1])[C@H:3]1[CH2:8][C@@H:7]([C:34](=[O:36])[CH2:33][C:32]([O:31][CH2:29][CH3:30])=[O:37])[CH2:6][CH2:5][N:4]1[C:12]([O:14][CH3:15])=[O:13]. The yield is 0.0700. (7) The catalyst is CN(C)C=O.C([O-])(=O)C.[Cu+2].C([O-])(=O)C.C(O)(=O)C. The product is [CH3:1][C:2]1[CH:6]=[C:5]([NH:7][C:15]2[CH:23]=[CH:22][C:21]([C:24]([F:25])([F:27])[F:26])=[CH:20][C:16]=2[C:17]([OH:19])=[O:18])[N:4]([C:8]2[CH:13]=[CH:12][CH:11]=[CH:10][N:9]=2)[N:3]=1. The reactants are [CH3:1][C:2]1[CH:6]=[C:5]([NH2:7])[N:4]([C:8]2[CH:13]=[CH:12][CH:11]=[CH:10][N:9]=2)[N:3]=1.Cl[C:15]1[CH:23]=[CH:22][C:21]([C:24]([F:27])([F:26])[F:25])=[CH:20][C:16]=1[C:17]([OH:19])=[O:18].C(=O)([O-])[O-].[K+].[K+].O. The yield is 0.890. (8) The reactants are CC(C)=O.[CH2:5]([O:7][C:8](=[O:34])[C@@H:9]1[CH2:13][C@@H:12]([OH:14])[CH2:11][N:10]1[C:15]([C:28]1[CH:33]=[CH:32][CH:31]=[CH:30][CH:29]=1)([C:22]1[CH:27]=[CH:26][CH:25]=[CH:24][CH:23]=1)[C:16]1[CH:21]=[CH:20][CH:19]=[CH:18][CH:17]=1)[CH3:6].C(N(CC)CC)C.O. The catalyst is C(Cl)Cl. The product is [CH2:5]([O:7][C:8](=[O:34])[C@@H:9]1[CH2:13][C:12](=[O:14])[CH2:11][N:10]1[C:15]([C:28]1[CH:33]=[CH:32][CH:31]=[CH:30][CH:29]=1)([C:16]1[CH:17]=[CH:18][CH:19]=[CH:20][CH:21]=1)[C:22]1[CH:27]=[CH:26][CH:25]=[CH:24][CH:23]=1)[CH3:6]. The yield is 0.750. (9) The reactants are [I:1][C:2]1[CH:3]=[C:4]([CH:6]=[C:7]([I:9])[CH:8]=1)[NH2:5].[CH3:10][Si:11]([CH3:27])([CH3:26])[CH2:12][CH2:13][O:14][C:15]([NH:17][CH2:18][CH2:19][CH2:20][CH2:21][CH2:22][C:23](O)=[O:24])=[O:16].CCN(C(C)C)C(C)C.CN(C(ON1N=NC2C=CC=NC1=2)=[N+](C)C)C.F[P-](F)(F)(F)(F)F. The catalyst is CN(C=O)C.CCOCC. The product is [CH3:26][Si:11]([CH3:10])([CH3:27])[CH2:12][CH2:13][O:14][C:15](=[O:16])[NH:17][CH2:18][CH2:19][CH2:20][CH2:21][CH2:22][C:23](=[O:24])[NH:5][C:4]1[CH:3]=[C:2]([I:1])[CH:8]=[C:7]([I:9])[CH:6]=1. The yield is 0.590.